Dataset: TCR-epitope binding with 47,182 pairs between 192 epitopes and 23,139 TCRs. Task: Binary Classification. Given a T-cell receptor sequence (or CDR3 region) and an epitope sequence, predict whether binding occurs between them. (1) The epitope is IPSINVHHY. The TCR CDR3 sequence is CASSSSSAPNEKLFF. Result: 1 (the TCR binds to the epitope). (2) The epitope is VTEHDTLLY. The TCR CDR3 sequence is CASSQGRGDTEAFF. Result: 1 (the TCR binds to the epitope). (3) The epitope is FLNGSCGSV. The TCR CDR3 sequence is CASSYGIGGVYNEQFF. Result: 1 (the TCR binds to the epitope). (4) The epitope is QASQEVKNW. The TCR CDR3 sequence is CSVEKSGESAGYEQYF. Result: 0 (the TCR does not bind to the epitope). (5) The epitope is GLCTLVAML. The TCR CDR3 sequence is CASSRTIEGGAGELFF. Result: 0 (the TCR does not bind to the epitope). (6) The epitope is ATVVIGTSK. The TCR CDR3 sequence is CASRGDYNEQFF. Result: 1 (the TCR binds to the epitope). (7) The epitope is VLWAHGFEL. The TCR CDR3 sequence is CASSLEWGEDSSVF. Result: 1 (the TCR binds to the epitope). (8) Result: 0 (the TCR does not bind to the epitope). The epitope is TPQDLNTML. The TCR CDR3 sequence is CASSLDRFTDTQYF. (9) The TCR CDR3 sequence is CASSSSGAGELFF. The epitope is RLQSLQTYV. Result: 0 (the TCR does not bind to the epitope).